This data is from Forward reaction prediction with 1.9M reactions from USPTO patents (1976-2016). The task is: Predict the product of the given reaction. (1) Given the reactants [O:1]1[CH2:6][CH2:5][O:4][C:3]2[CH:7]=[C:8]([NH2:11])[CH:9]=[CH:10][C:2]1=2.[CH2:12]([N:19]1[CH2:28][CH2:27][C:26]2[C:25](Cl)=[N:24][CH:23]=[N:22][C:21]=2[CH2:20]1)[C:13]1[CH:18]=[CH:17][CH:16]=[CH:15][CH:14]=1, predict the reaction product. The product is: [CH2:12]([N:19]1[CH2:28][CH2:27][C:26]2[C:25]([NH:11][C:8]3[CH:9]=[CH:10][C:2]4[O:1][CH2:6][CH2:5][O:4][C:3]=4[CH:7]=3)=[N:24][CH:23]=[N:22][C:21]=2[CH2:20]1)[C:13]1[CH:14]=[CH:15][CH:16]=[CH:17][CH:18]=1. (2) The product is: [NH2:1][C:2]1[N:3]([CH3:22])[C:4](=[O:21])[C@@:5]2([N:20]=1)[C:14]1[CH:13]=[C:12]([C:26]3[CH:27]=[N:28][CH:29]=[C:24]([Cl:23])[CH:25]=3)[CH:11]=[CH:10][C:9]=1[O:8][C@H:7]1[CH2:16][CH2:17][CH2:18][O:19][C@H:6]21. Given the reactants [NH2:1][C:2]1[N:3]([CH3:22])[C:4](=[O:21])[C@@:5]2([N:20]=1)[C:14]1[CH:13]=[C:12](Br)[CH:11]=[CH:10][C:9]=1[O:8][C@H:7]1[CH2:16][CH2:17][CH2:18][O:19][C@H:6]21.[Cl:23][C:24]1[CH:25]=[C:26](B(O)O)[CH:27]=[N:28][CH:29]=1.FC1C(B(O)O)=CC=CN=1, predict the reaction product. (3) Given the reactants [CH3:1][O:2][N:3]=[C:4]1[CH2:8][N:7](C(OC(C)(C)C)=O)[C@H:6]([C:16]2[O:20][N:19]=[C:18]([CH3:21])[N:17]=2)[CH2:5]1.C(Cl)[Cl:23], predict the reaction product. The product is: [ClH:23].[CH3:1][O:2][N:3]=[C:4]1[CH2:5][C@@H:6]([C:16]2[O:20][N:19]=[C:18]([CH3:21])[N:17]=2)[NH:7][CH2:8]1. (4) Given the reactants [CH3:1][O:2][C:3]1[CH:11]=[CH:10][C:6]([C:7]([OH:9])=[O:8])=[C:5]([N+:12]([O-:14])=[O:13])[CH:4]=1.[CH2:15]1CCN2C(=NCCC2)CC1.IC.O, predict the reaction product. The product is: [CH3:1][O:2][C:3]1[CH:11]=[CH:10][C:6]([C:7]([O:9][CH3:15])=[O:8])=[C:5]([N+:12]([O-:14])=[O:13])[CH:4]=1. (5) Given the reactants [NH2:1][C:2]1[CH:11]=[N:10][CH:9]=[CH:8][C:3]=1[C:4]([O:6]C)=O.C(N(C(C)C)CC)(C)C.Cl[C:22](Cl)([O:24]C(=O)OC(Cl)(Cl)Cl)Cl.[NH2:33][C:34]1[CH:53]=[CH:52][C:37]([CH2:38][C@@H:39]([C:48]([O:50][CH3:51])=[O:49])[NH:40][C:41]([O:43][C:44]([CH3:47])([CH3:46])[CH3:45])=[O:42])=[CH:36][CH:35]=1.C(=O)([O-])[O-].[K+].[K+], predict the reaction product. The product is: [C:44]([O:43][C:41]([NH:40][C@H:39]([C:48]([O:50][CH3:51])=[O:49])[CH2:38][C:37]1[CH:36]=[CH:35][C:34]([N:33]2[C:4](=[O:6])[C:3]3[CH:8]=[CH:9][N:10]=[CH:11][C:2]=3[NH:1][C:22]2=[O:24])=[CH:53][CH:52]=1)=[O:42])([CH3:45])([CH3:46])[CH3:47]. (6) Given the reactants [SH:1][C:2]1[CH:10]=[CH:9][C:5]([C:6]([OH:8])=O)=[CH:4][N:3]=1.[CH2:11]([NH2:18])[C:12]1[CH:17]=[CH:16][CH:15]=[CH:14][CH:13]=1.CCOC1N(C(OCC)=O)C2C(=CC=CC=2)C=C1.O, predict the reaction product. The product is: [CH2:11]([NH:18][C:6](=[O:8])[C:5]1[CH:9]=[CH:10][C:2]([SH:1])=[N:3][CH:4]=1)[C:12]1[CH:17]=[CH:16][CH:15]=[CH:14][CH:13]=1.